From a dataset of Catalyst prediction with 721,799 reactions and 888 catalyst types from USPTO. Predict which catalyst facilitates the given reaction. (1) Reactant: [CH3:1][O:2][C:3]1[CH:4]=[C:5]([C:11]2[C@@H:20]3[C@@H:15]([CH2:16][CH2:17][CH2:18][CH2:19]3)[C:14](=[O:21])[N:13]([CH:22]3[CH2:27][CH2:26][N:25]([C:28](=[O:39])[C@@H:29]([NH:31]C(=O)OC(C)(C)C)[CH3:30])[CH2:24][CH2:23]3)[N:12]=2)[CH:6]=[CH:7][C:8]=1[O:9][CH3:10].Cl.[OH-].[Na+]. Product: [NH2:31][C@@H:29]([CH3:30])[C:28]([N:25]1[CH2:24][CH2:23][CH:22]([N:13]2[N:12]=[C:11]([C:5]3[CH:6]=[CH:7][C:8]([O:9][CH3:10])=[C:3]([O:2][CH3:1])[CH:4]=3)[C@@H:20]3[C@@H:15]([CH2:16][CH2:17][CH2:18][CH2:19]3)[C:14]2=[O:21])[CH2:27][CH2:26]1)=[O:39]. The catalyst class is: 1. (2) The catalyst class is: 16. Product: [N:14]1([CH2:13][CH2:12][NH:11][C:2]2[CH:7]=[CH:6][CH:5]=[C:4]([N+:8]([O-:10])=[O:9])[CH:3]=2)[CH2:19][CH2:18][O:17][CH2:16][CH2:15]1. Reactant: F[C:2]1[CH:3]=[C:4]([N+:8]([O-:10])=[O:9])[CH:5]=[CH:6][CH:7]=1.[NH2:11][CH2:12][CH2:13][N:14]1[CH2:19][CH2:18][O:17][CH2:16][CH2:15]1.O. (3) Reactant: [C:1]([CH:4]1[CH2:8][CH2:7][N:6]([C:9]([O:11][C:12]([CH3:15])([CH3:14])[CH3:13])=[O:10])[CH2:5]1)(=[O:3])[CH3:2].[CH3:16][N:17]([CH:19](OC)OC)[CH3:18]. Product: [CH3:16][N:17]([CH3:19])/[CH:18]=[CH:2]/[C:1]([CH:4]1[CH2:8][CH2:7][N:6]([C:9]([O:11][C:12]([CH3:15])([CH3:14])[CH3:13])=[O:10])[CH2:5]1)=[O:3]. The catalyst class is: 3. (4) Reactant: [C:1]1([N:7]=[C:8]([S:18][C:19]2[CH:24]=[CH:23][CH:22]=[CH:21][CH:20]=2)[CH:9]=[CH:10][S:11][C:12]2[CH:17]=[CH:16][CH:15]=[CH:14][CH:13]=2)[CH:6]=[CH:5][CH:4]=[CH:3][CH:2]=1.[C:25]1([SH:31])[CH:30]=[CH:29][CH:28]=[CH:27][CH:26]=1.CC(C)([O-])C.[K+].[Na+].[Cl-]. Product: [C:12]1([S:11][CH:10]([S:31][C:25]2[CH:30]=[CH:29][CH:28]=[CH:27][CH:26]=2)[CH2:9][C:8]([S:18][C:19]2[CH:24]=[CH:23][CH:22]=[CH:21][CH:20]=2)=[N:7][C:1]2[CH:2]=[CH:3][CH:4]=[CH:5][CH:6]=2)[CH:13]=[CH:14][CH:15]=[CH:16][CH:17]=1. The catalyst class is: 1.